From a dataset of Peptide-MHC class II binding affinity with 134,281 pairs from IEDB. Regression. Given a peptide amino acid sequence and an MHC pseudo amino acid sequence, predict their binding affinity value. This is MHC class II binding data. (1) The binding affinity (normalized) is 0.756. The peptide sequence is AALPLLFFALAGQRI. The MHC is HLA-DQA10102-DQB10502 with pseudo-sequence HLA-DQA10102-DQB10502. (2) The peptide sequence is NGQIGNDPNREIL. The MHC is DRB1_0301 with pseudo-sequence DRB1_0301. The binding affinity (normalized) is 0.0161. (3) The peptide sequence is AEHQAIISDVLTASD. The MHC is DRB4_0101 with pseudo-sequence DRB4_0103. The binding affinity (normalized) is 0.298. (4) The peptide sequence is KRHRLIGAVVLAVSV. The MHC is HLA-DQA10501-DQB10201 with pseudo-sequence HLA-DQA10501-DQB10201. The binding affinity (normalized) is 0.410. (5) The peptide sequence is AAAGAEAGKATTEEQ. The MHC is HLA-DQA10401-DQB10402 with pseudo-sequence HLA-DQA10401-DQB10402. The binding affinity (normalized) is 0.456. (6) The peptide sequence is PICPGYRWMCLRRFIIFL. The MHC is DRB1_0404 with pseudo-sequence DRB1_0404. The binding affinity (normalized) is 0.551. (7) The peptide sequence is NARILKNCVDAKMTE. The MHC is HLA-DPA10201-DPB10501 with pseudo-sequence HLA-DPA10201-DPB10501. The binding affinity (normalized) is 0.351. (8) The MHC is DRB3_0301 with pseudo-sequence DRB3_0301. The peptide sequence is RCRTCVYNMMGKREK. The binding affinity (normalized) is 0.710. (9) The peptide sequence is GGRSLTDLLRALGAQ. The MHC is DRB1_1501 with pseudo-sequence DRB1_1501. The binding affinity (normalized) is 0.384. (10) The peptide sequence is RNVRFSDEGGFTCFF. The MHC is DRB1_0405 with pseudo-sequence DRB1_0405. The binding affinity (normalized) is 0.219.